Dataset: Forward reaction prediction with 1.9M reactions from USPTO patents (1976-2016). Task: Predict the product of the given reaction. (1) Given the reactants [Cl:1][C:2]1[C:3]2[N:4]([C:8]([C:13]3[CH:14]=[C:15]([OH:19])[CH:16]=[CH:17][CH:18]=3)=[C:9]([CH2:11][CH3:12])[N:10]=2)[CH:5]=[CH:6][CH:7]=1.Br[C:21]1[CH:22]=[C:23]([S:27]([N:30]([CH2:40][C:41]2[CH:46]=[CH:45][C:44]([O:47][CH3:48])=[CH:43][CH:42]=2)[CH2:31][C:32]2[CH:37]=[CH:36][C:35]([O:38][CH3:39])=[CH:34][CH:33]=2)(=[O:29])=[O:28])[CH:24]=[CH:25][CH:26]=1, predict the reaction product. The product is: [Cl:1][C:2]1[C:3]2[N:4]([C:8]([C:13]3[CH:14]=[C:15]([CH:16]=[CH:17][CH:18]=3)[O:19][C:21]3[CH:22]=[C:23]([S:27]([N:30]([CH2:40][C:41]4[CH:46]=[CH:45][C:44]([O:47][CH3:48])=[CH:43][CH:42]=4)[CH2:31][C:32]4[CH:37]=[CH:36][C:35]([O:38][CH3:39])=[CH:34][CH:33]=4)(=[O:29])=[O:28])[CH:24]=[CH:25][CH:26]=3)=[C:9]([CH2:11][CH3:12])[N:10]=2)[CH:5]=[CH:6][CH:7]=1. (2) Given the reactants Cl[C:2]1[C:7]([N+:8]([O-:10])=[O:9])=[C:6]([Cl:11])[N:5]=[CH:4][N:3]=1.[CH2:12]([NH:19][CH2:20][C:21]1[CH:26]=[CH:25][CH:24]=[CH:23][CH:22]=1)[C:13]1[CH:18]=[CH:17][CH:16]=[CH:15][CH:14]=1, predict the reaction product. The product is: [CH2:20]([N:19]([CH2:12][C:13]1[CH:18]=[CH:17][CH:16]=[CH:15][CH:14]=1)[C:2]1[C:7]([N+:8]([O-:10])=[O:9])=[C:6]([Cl:11])[N:5]=[CH:4][N:3]=1)[C:21]1[CH:26]=[CH:25][CH:24]=[CH:23][CH:22]=1. (3) Given the reactants [O:1]1[CH2:4][CH:3]([OH:5])[CH2:2]1.CC(C)([O-])C.[K+].Cl[C:13]1[N:17]([CH3:18])[N:16]=[C:15]([C:19]([F:22])([F:21])[F:20])[C:14]=1[CH:23]=[O:24], predict the reaction product. The product is: [CH3:18][N:17]1[C:13]([O:5][CH:3]2[CH2:4][O:1][CH2:2]2)=[C:14]([CH:23]=[O:24])[C:15]([C:19]([F:20])([F:21])[F:22])=[N:16]1. (4) The product is: [F:23][C:17]1[CH:18]=[CH:19][CH:20]=[C:21]([F:22])[C:16]=1[C:14]1[O:15][C:11]([C:8]2[CH:9]=[CH:10][C:5]([O:4][CH2:3][CH2:2][NH:28][CH3:27])=[CH:6][CH:7]=2)=[C:12]([C:24]([NH2:26])=[O:25])[N:13]=1. Given the reactants Cl[CH2:2][CH2:3][O:4][C:5]1[CH:10]=[CH:9][C:8]([C:11]2[O:15][C:14]([C:16]3[C:21]([F:22])=[CH:20][CH:19]=[CH:18][C:17]=3[F:23])=[N:13][C:12]=2[C:24]([NH2:26])=[O:25])=[CH:7][CH:6]=1.[CH3:27][NH:28]CC1C=CC=CC=1, predict the reaction product. (5) Given the reactants I[C:2]1[CH:3]=[C:4]2[C:8](=[CH:9][CH:10]=1)[N:7]([CH2:11][CH2:12][N:13]1[CH2:17][CH2:16][CH2:15][CH2:14]1)[N:6]=[CH:5]2.[C:18]1([C:24]2[O:32][C:31]3[CH:30]=[CH:29][NH:28][C:27](=[O:33])[C:26]=3[CH:25]=2)[CH:23]=[CH:22][CH:21]=[CH:20][CH:19]=1.C([O-])([O-])=O.[Cs+].[Cs+].N[C@@H]1CCCC[C@H]1N, predict the reaction product. The product is: [C:18]1([C:24]2[O:32][C:31]3[CH:30]=[CH:29][N:28]([C:2]4[CH:3]=[C:4]5[C:8](=[CH:9][CH:10]=4)[N:7]([CH2:11][CH2:12][N:13]4[CH2:17][CH2:16][CH2:15][CH2:14]4)[N:6]=[CH:5]5)[C:27](=[O:33])[C:26]=3[CH:25]=2)[CH:19]=[CH:20][CH:21]=[CH:22][CH:23]=1.